Dataset: Forward reaction prediction with 1.9M reactions from USPTO patents (1976-2016). Task: Predict the product of the given reaction. (1) Given the reactants [Cl:1][C:2]1[CH:10]=[CH:9][CH:8]=[CH:7][C:3]=1[CH2:4][CH2:5][NH2:6].[Br:11][C:12]1[CH:17]=[CH:16][CH:15]=[CH:14][C:13]=1[O:18][CH2:19][CH2:20]Cl.C(=O)([O-])[O-].[K+].[K+], predict the reaction product. The product is: [Br:11][C:12]1[CH:17]=[CH:16][CH:15]=[CH:14][C:13]=1[O:18][CH2:19][CH2:20][NH:6][CH2:5][CH2:4][C:3]1[CH:7]=[CH:8][CH:9]=[CH:10][C:2]=1[Cl:1]. (2) Given the reactants C[O:2][C:3](=[O:19])[CH:4]([C:11]1[CH:16]=[CH:15][C:14]([S:17][CH3:18])=[CH:13][CH:12]=1)[CH2:5][C@H:6]1[CH2:10][CH2:9][CH2:8][O:7]1.[OH-].[Li+], predict the reaction product. The product is: [CH3:18][S:17][C:14]1[CH:13]=[CH:12][C:11]([CH:4]([CH2:5][C@H:6]2[CH2:10][CH2:9][CH2:8][O:7]2)[C:3]([OH:19])=[O:2])=[CH:16][CH:15]=1. (3) Given the reactants C([NH:5][C:6]1[S:7][CH2:8][C:9]2([C:19]3[C:14](=[CH:15][CH:16]=[C:17]([C:20]4[CH:21]=[C:22]([CH:25]=[CH:26][CH:27]=4)[C:23]#[N:24])[CH:18]=3)[O:13][CH:12]([C:28]3[CH:33]=[CH:32][CH:31]=[CH:30][CH:29]=3)[CH2:11]2)[N:10]=1)(C)(C)C.[OH-:34].[Na+], predict the reaction product. The product is: [NH2:5][C:6]1[S:7][CH2:8][C:9]2([C:19]3[C:14](=[CH:15][CH:16]=[C:17]([C:20]4[CH:21]=[C:22]([CH:25]=[CH:26][CH:27]=4)[C:23]([NH2:24])=[O:34])[CH:18]=3)[O:13][CH:12]([C:28]3[CH:33]=[CH:32][CH:31]=[CH:30][CH:29]=3)[CH2:11]2)[N:10]=1.